This data is from Reaction yield outcomes from USPTO patents with 853,638 reactions. The task is: Predict the reaction yield, written as a fraction of the theoretical maximum amount of product (1.0 means a 100% yield; for example, 0.34 means a 34% yield). (1) The reactants are O1CC[O:3][CH:2]1[C:6]1[S:7][C:8]([CH:11]([OH:14])[CH2:12][OH:13])=[CH:9][N:10]=1.O.[C:16]1(C)[CH:21]=CC(S([O-])(=O)=O)=C[CH:17]=1.[NH+]1C=CC=CC=1. The catalyst is CC(C)=O. The product is [CH3:17][C:16]1([CH3:21])[O:14][CH:11]([C:8]2[S:7][C:6]([CH:2]=[O:3])=[N:10][CH:9]=2)[CH2:12][O:13]1. The yield is 0.340. (2) The reactants are [Cl:1][C:2]1[CH:10]=[C:9]2[C:5]([CH2:6][N:7]([CH3:12])[C:8]2=[O:11])=[CH:4][C:3]=1[N+:13]([O-])=O.O.O.Cl[Sn]Cl.C(Cl)Cl.[OH-].[Na+]. The catalyst is C(O)C.O. The product is [NH2:13][C:3]1[CH:4]=[C:5]2[C:9](=[CH:10][C:2]=1[Cl:1])[C:8](=[O:11])[N:7]([CH3:12])[CH2:6]2. The yield is 0.850. (3) The reactants are N(C(OC(C)(C)C)=O)=NC(OC(C)(C)C)=O.[Cl:17][C:18]1[CH:39]=[CH:38][CH:37]=[C:36]([Cl:40])[C:19]=1[C:20]([NH:22][C@H:23]([C:32]([O:34][CH3:35])=[O:33])[CH2:24][C:25]1[CH:30]=[CH:29][C:28]([OH:31])=[CH:27][CH:26]=1)=[O:21].C1(P(C2C=CC=CC=2)C2C=CC=CC=2)C=CC=CC=1.O[CH:61]1[CH2:66][CH2:65][N:64]([C:67]2[CH:72]=[CH:71][CH:70]=[CH:69][CH:68]=2)[CH2:63][CH2:62]1. The catalyst is C(Cl)Cl. The product is [Cl:17][C:18]1[CH:39]=[CH:38][CH:37]=[C:36]([Cl:40])[C:19]=1[C:20]([NH:22][C@H:23]([C:32]([O:34][CH3:35])=[O:33])[CH2:24][C:25]1[CH:26]=[CH:27][C:28]([O:31][CH:61]2[CH2:66][CH2:65][N:64]([C:67]3[CH:72]=[CH:71][CH:70]=[CH:69][CH:68]=3)[CH2:63][CH2:62]2)=[CH:29][CH:30]=1)=[O:21]. The yield is 0.570. (4) The reactants are [CH3:1][C:2]1[CH:3]=[CH:4][CH:5]=[CH:6][C:7]=1[NH2:8].CCN(CC)CC.[CH3:16][C:17]([CH3:22])([CH3:21])[C:18](Cl)=[O:19]. The catalyst is C(Cl)Cl. The yield is 0.920. The product is [CH3:16][C:17]([CH3:22])([CH3:21])[C:18]([NH:8][C:7]1[CH:6]=[CH:5][CH:4]=[CH:3][C:2]=1[CH3:1])=[O:19]. (5) The reactants are [F:1][C:2]1[CH:7]=[CH:6][CH:5]=[C:4]([F:8])[C:3]=1[CH2:9][CH2:10][OH:11].[Cl:12][C:13]1[C:18]([C:19]([F:22])([F:21])[F:20])=[C:17](Cl)[CH:16]=[CH:15][N:14]=1. No catalyst specified. The product is [Cl:12][C:13]1[C:18]([C:19]([F:20])([F:21])[F:22])=[C:17]([O:11][CH2:10][CH2:9][C:3]2[C:2]([F:1])=[CH:7][CH:6]=[CH:5][C:4]=2[F:8])[CH:16]=[CH:15][N:14]=1. The yield is 0.690.